Task: Predict which catalyst facilitates the given reaction.. Dataset: Catalyst prediction with 721,799 reactions and 888 catalyst types from USPTO (1) Reactant: [OH-].[Na+].[F:3][C:4]1[C:24]([C@H:25]2[C@H:30]([OH:31])[C@@H:29]([OH:32])[C@H:28]([OH:33])[C@@H:27]([CH2:34][OH:35])[O:26]2)=[CH:23][CH:22]=[CH:21][C:5]=1[CH2:6][C:7]1[CH:16]=[C:15]2[C:9](=[CH:10][CH:11]=[CH:12][CH:13]=[CH:14]2)[C:8]=1C(OC)=O.C(OCC)(=O)C.Cl. Product: [CH:8]1[C:9]2[C:15]([CH:14]=[CH:13][CH:12]=[CH:11][CH:10]=2)=[CH:16][C:7]=1[CH2:6][C:5]1[C:4]([F:3])=[C:24]([C@@H:25]2[O:26][C@H:27]([CH2:34][OH:35])[C@@H:28]([OH:33])[C@H:29]([OH:32])[C@H:30]2[OH:31])[CH:23]=[CH:22][CH:21]=1. The catalyst class is: 5. (2) Reactant: [NH2:1][C:2]1[NH:3][C:4](=[O:12])[C:5]2[S:10][C:9](=[O:11])[NH:8][C:6]=2[N:7]=1.[C:13]([O:21][CH:22]([C@@H:25]1[CH2:29][C@@H:28]([O:30][C:31](=[O:33])[CH3:32])[CH:27](OC(=O)C)[O:26]1)[CH2:23][CH3:24])(=[O:20])[C:14]1[CH:19]=[CH:18][CH:17]=[CH:16][CH:15]=1.[Si](OS(C(F)(F)F)(=O)=O)(C)(C)C. Product: [C:13]([O:21][CH:22]([C@@H:25]1[CH2:29][C@@H:28]([O:30][C:31](=[O:33])[CH3:32])[C@H:27]([N:8]2[C:6]3[N:7]=[C:2]([NH2:1])[NH:3][C:4](=[O:12])[C:5]=3[S:10][C:9]2=[O:11])[O:26]1)[CH2:23][CH3:24])(=[O:20])[C:14]1[CH:19]=[CH:18][CH:17]=[CH:16][CH:15]=1. The catalyst class is: 10. (3) Reactant: Cl.[CH:2]1[C:15]2[C:14](=[C:16]3[CH2:21][CH2:20][N:19]([C:22](=[O:25])[CH2:23][NH2:24])[CH2:18][CH2:17]3)[C:13]3[C:8](=[CH:9][CH:10]=[CH:11][CH:12]=3)[S:7][C:6]=2[CH:5]=[CH:4][CH:3]=1.C(N(CC)CC)C.Cl[C:34]([O:36][CH2:37][CH3:38])=[O:35]. Product: [O:25]=[C:22]([N:19]1[CH2:20][CH2:21][C:16](=[C:14]2[C:13]3[CH:12]=[CH:11][CH:10]=[CH:9][C:8]=3[S:7][C:6]3[C:15]2=[CH:2][CH:3]=[CH:4][CH:5]=3)[CH2:17][CH2:18]1)[CH2:23][NH:24][C:34](=[O:35])[O:36][CH2:37][CH3:38]. The catalyst class is: 4. (4) Reactant: [CH3:1][O:2][C:3]1[CH:8]=[CH:7][C:6]([C:9]2[C:13]([C:14]([OH:16])=O)=[CH:12][O:11][N:10]=2)=[CH:5][CH:4]=1.C(N(C(C)C)C(C)C)C.CN(C(ON1N=NC2C=CC=CC1=2)=[N+](C)C)C.[B-](F)(F)(F)F.Cl.Cl.[CH3:50][C:51]1[N:56]=[CH:55][C:54]([C:57]2([OH:62])[CH2:61][CH2:60][NH:59][CH2:58]2)=[CH:53][CH:52]=1. Product: [CH3:1][O:2][C:3]1[CH:4]=[CH:5][C:6]([C:9]2[C:13]([C:14]([N:59]3[CH2:60][CH2:61][C:57]([C:54]4[CH:55]=[N:56][C:51]([CH3:50])=[CH:52][CH:53]=4)([OH:62])[CH2:58]3)=[O:16])=[CH:12][O:11][N:10]=2)=[CH:7][CH:8]=1. The catalyst class is: 3.